Dataset: Catalyst prediction with 721,799 reactions and 888 catalyst types from USPTO. Task: Predict which catalyst facilitates the given reaction. (1) Reactant: [Br:1][C:2]1[N:6]([CH3:7])[N:5]=[CH:4][C:3]=1[C:8](OCC)=[O:9].[H-].C([Al+]CC(C)C)C(C)C.C(C(C(C([O-])=O)O)O)([O-])=O.[K+].[Na+]. Product: [Br:1][C:2]1[N:6]([CH3:7])[N:5]=[CH:4][C:3]=1[CH2:8][OH:9]. The catalyst class is: 7. (2) Reactant: [CH3:1][O:2][C:3]1[C:8]([O:9][CH3:10])=[C:7]([O:11][CH3:12])[CH:6]=[C:5]([CH3:13])[C:4]=1[CH:14]([C:16]1[C:17]([O:27][CH3:28])=[N:18][CH:19]=[C:20]([Br:26])[C:21]=1[C:22]([F:25])([F:24])[F:23])[OH:15]. Product: [CH3:1][O:2][C:3]1[C:8]([O:9][CH3:10])=[C:7]([O:11][CH3:12])[CH:6]=[C:5]([CH3:13])[C:4]=1[C:14]([C:16]1[C:17]([O:27][CH3:28])=[N:18][CH:19]=[C:20]([Br:26])[C:21]=1[C:22]([F:25])([F:23])[F:24])=[O:15]. The catalyst class is: 661. (3) Reactant: [OH:1][C:2]1[CH:3]=[C:4]2[C:8](=[CH:9][CH:10]=1)[C:7](=[O:11])[N:6]([C:12]1[CH:13]=[C:14]([CH:19]=[CH:20][CH:21]=1)[C:15]([O:17][CH3:18])=[O:16])[CH2:5]2.[Cl:22][C:23]1[CH:28]=[CH:27][CH:26]=[C:25]([Cl:29])[C:24]=1[C:30]1[C:34]([CH2:35]O)=[C:33]([CH:37]([CH3:39])[CH3:38])[O:32][N:31]=1.C1(P(C2C=CC=CC=2)C2C=CC=CC=2)C=CC=CC=1.N(C(OC(C)C)=O)=NC(OC(C)C)=O. Product: [Cl:29][C:25]1[CH:26]=[CH:27][CH:28]=[C:23]([Cl:22])[C:24]=1[C:30]1[C:34]([CH2:35][O:1][C:2]2[CH:3]=[C:4]3[C:8](=[CH:9][CH:10]=2)[C:7](=[O:11])[N:6]([C:12]2[CH:13]=[C:14]([CH:19]=[CH:20][CH:21]=2)[C:15]([O:17][CH3:18])=[O:16])[CH2:5]3)=[C:33]([CH:37]([CH3:39])[CH3:38])[O:32][N:31]=1. The catalyst class is: 4. (4) Reactant: [NH2:1][C:2]1[N:6]([C:7]2[CH:12]=[CH:11][C:10]([F:13])=[CH:9][CH:8]=2)[N:5]=[CH:4][C:3]=1[C:14]([NH:16][CH2:17][C:18]([CH2:24][NH:25][CH2:26][CH3:27])([OH:23])[C:19]([F:22])([F:21])[F:20])=[O:15].[F:28][C:29]1[CH:37]=[CH:36][CH:35]=[CH:34][C:30]=1[C:31](Cl)=[O:32]. Product: [NH2:1][C:2]1[N:6]([C:7]2[CH:8]=[CH:9][C:10]([F:13])=[CH:11][CH:12]=2)[N:5]=[CH:4][C:3]=1[C:14]([NH:16][CH2:17][C:18]([CH2:24][N:25]([CH2:26][CH3:27])[C:31]([C:30]1[CH:34]=[CH:35][CH:36]=[CH:37][C:29]=1[F:28])=[O:32])([OH:23])[C:19]([F:22])([F:21])[F:20])=[O:15]. The catalyst class is: 272. (5) Reactant: [Cl:1][C:2]1[CH:3]=[CH:4][C:5]([O:19][CH3:20])=[C:6]([C:8]2[N:9]=[C:10]([CH3:18])[S:11][C:12]=2[C:13]([O:15]CC)=[O:14])[CH:7]=1.[OH-].[K+].Cl. Product: [Cl:1][C:2]1[CH:3]=[CH:4][C:5]([O:19][CH3:20])=[C:6]([C:8]2[N:9]=[C:10]([CH3:18])[S:11][C:12]=2[C:13]([OH:15])=[O:14])[CH:7]=1. The catalyst class is: 20. (6) Reactant: [C:1]([Si:5]([CH3:28])([CH3:27])[O:6][CH2:7][CH2:8][NH:9][C:10]1[CH:15]=[CH:14][C:13]([C@H:16]2[CH2:21][CH2:20][C@H:19]([CH2:22][C:23]([O:25][CH3:26])=[O:24])[CH2:18][CH2:17]2)=[CH:12][CH:11]=1)([CH3:4])([CH3:3])[CH3:2].C(N(CC)CC)C.[Cl:36][C:37]1[C:42]([C:43](Cl)=[O:44])=[C:41]([Cl:46])[N:40]=[CH:39][N:38]=1. Product: [Si:5]([O:6][CH2:7][CH2:8][N:9]([C:43]([C:42]1[C:37]([Cl:36])=[N:38][CH:39]=[N:40][C:41]=1[Cl:46])=[O:44])[C:10]1[CH:11]=[CH:12][C:13]([C@H:16]2[CH2:17][CH2:18][C@H:19]([CH2:22][C:23]([O:25][CH3:26])=[O:24])[CH2:20][CH2:21]2)=[CH:14][CH:15]=1)([C:1]([CH3:4])([CH3:3])[CH3:2])([CH3:27])[CH3:28]. The catalyst class is: 1. (7) Reactant: [C:1](Cl)(=[O:3])[CH3:2].[CH3:5][C:6]1[CH:12]=[CH:11][C:10]([CH3:13])=[CH:9][C:7]=1[NH2:8].N1C=CC=CC=1. Product: [CH3:5][C:6]1[CH:12]=[CH:11][C:10]([CH3:13])=[CH:9][C:7]=1[NH:8][C:1](=[O:3])[CH3:2]. The catalyst class is: 2. (8) Reactant: [O:1]=[CH:2][CH2:3][N:4]1[CH:8]=[C:7]([C:9]([C:15]2[CH:16]=[C:17]3[C:21](=[CH:22][CH:23]=2)[N:20]([C:24]2[CH:29]=[CH:28][C:27]([F:30])=[CH:26][CH:25]=2)[N:19]=[CH:18]3)([OH:14])[C:10]([F:13])([F:12])[F:11])[CH:6]=[C:5]1[C:31]#[N:32].[O-:33][Mn](=O)(=O)=O.[K+]. Product: [C:31]([C:5]1[N:4]([CH2:3][C:2]([OH:33])=[O:1])[CH:8]=[C:7]([C:9]([C:15]2[CH:16]=[C:17]3[C:21](=[CH:22][CH:23]=2)[N:20]([C:24]2[CH:25]=[CH:26][C:27]([F:30])=[CH:28][CH:29]=2)[N:19]=[CH:18]3)([OH:14])[C:10]([F:12])([F:13])[F:11])[CH:6]=1)#[N:32]. The catalyst class is: 95. (9) Reactant: C(O[CH:5]1[CH2:9][O:8][C@@H:7]([CH2:10][O:11][C:12](=[O:19])[C:13]2[CH:18]=[CH:17][CH:16]=[CH:15][CH:14]=2)[O:6]1)(=O)C.[Si](I)(C)(C)C.C[Si](N[Si](C)(C)C)(C)C.[NH2:34][C:35]1[N:43]=[C:42]2[C:38]([NH:39][CH:40]=[N:41]2)=[C:37]([NH:44][CH:45]2[CH2:47][CH2:46]2)[N:36]=1.C(=O)(O)[O-].[Na+]. Product: [C:12]([OH:19])(=[O:11])[C:13]1[CH:18]=[CH:17][CH:16]=[CH:15][CH:14]=1.[NH2:34][C:35]1[N:43]=[C:42]2[C:38]([N:39]=[CH:40][N:41]2[CH:5]2[CH2:9][O:8][C@@H:7]([CH2:10][O:11][C:12](=[O:19])[C:13]3[CH:14]=[CH:15][CH:16]=[CH:17][CH:18]=3)[O:6]2)=[C:37]([NH:44][CH:45]2[CH2:47][CH2:46]2)[N:36]=1.[CH:13]1([NH:34][C:35]2[N:43]=[C:42]3[C:38]([NH:39][CH:40]=[N:41]3)=[CH:37][N:36]=2)[CH2:12][CH2:18]1. The catalyst class is: 68. (10) Reactant: [H-].[Na+].[NH:3]1[CH:7]=[CH:6][N:5]=[C:4]1C=O.Br[CH2:11][CH2:12][CH:13]([CH3:15])[CH3:14].C1OCCOCCOCCOCCOCC[O:18][CH2:17]1. Product: [CH2:11]([N:5]1[CH:6]=[C:7]([CH:17]=[O:18])[N:3]=[CH:4]1)[CH2:12][CH:13]([CH3:15])[CH3:14]. The catalyst class is: 7.